From a dataset of Full USPTO retrosynthesis dataset with 1.9M reactions from patents (1976-2016). Predict the reactants needed to synthesize the given product. (1) Given the product [CH3:43][C:42]([NH:41][C:22](=[O:23])[CH2:21][N:18]1[CH2:17][CH2:16][C:15]([C:9]2[CH:10]=[CH:11][C:12]([O:13][CH3:14])=[C:7]([O:6][CH:1]3[CH2:2][CH2:3][CH2:4][CH2:5]3)[CH:8]=2)([C:25]#[N:26])[CH2:20][CH2:19]1)([O:49][CH3:48])[CH3:47], predict the reactants needed to synthesize it. The reactants are: [CH:1]1([O:6][C:7]2[CH:8]=[C:9]([C:15]3([C:25]#[N:26])[CH2:20][CH2:19][N:18]([CH2:21][C:22](O)=[O:23])[CH2:17][CH2:16]3)[CH:10]=[CH:11][C:12]=2[O:13][CH3:14])[CH2:5][CH2:4][CH2:3][CH2:2]1.C(N=C=NCCCN(C)C)C.ON1[C:43]2C=CC=[CH:47][C:42]=2[N:41]=N1.[CH3:48][O:49]C(ON)(C)C. (2) Given the product [CH2:1]([N:6]([C:10]1[CH:19]=[CH:18][C:17]2[C:16]([CH3:21])([CH3:20])[CH2:15][CH2:14][C:13]([CH3:23])([CH3:22])[C:12]=2[CH:11]=1)[C:7](=[O:8])[NH:24][C:25]1[CH:34]=[CH:33][C:28]([C:29]([O:31][CH3:32])=[O:30])=[CH:27][N:26]=1)[CH2:2][CH2:3][CH2:4][CH3:5], predict the reactants needed to synthesize it. The reactants are: [CH2:1]([N:6]([C:10]1[CH:19]=[CH:18][C:17]2[C:16]([CH3:21])([CH3:20])[CH2:15][CH2:14][C:13]([CH3:23])([CH3:22])[C:12]=2[CH:11]=1)[C:7](Cl)=[O:8])[CH2:2][CH2:3][CH2:4][CH3:5].[NH2:24][C:25]1[CH:34]=[CH:33][C:28]([C:29]([O:31][CH3:32])=[O:30])=[CH:27][N:26]=1. (3) Given the product [NH2:19][C:3]1[CH:4]=[CH:5][C:6]([N:8]2[CH2:13][CH2:12][CH2:11][C@@H:10]([C:14]([O:16][CH2:17][CH3:18])=[O:15])[CH2:9]2)=[N:7][C:2]=1[NH2:1], predict the reactants needed to synthesize it. The reactants are: [NH2:1][C:2]1[N:7]=[C:6]([N:8]2[CH2:13][CH2:12][CH2:11][C@@H:10]([C:14]([O:16][CH2:17][CH3:18])=[O:15])[CH2:9]2)[CH:5]=[CH:4][C:3]=1[N+:19]([O-])=O.[H][H].